From a dataset of Reaction yield outcomes from USPTO patents with 853,638 reactions. Predict the reaction yield, written as a fraction of the theoretical maximum amount of product (1.0 means a 100% yield; for example, 0.34 means a 34% yield). (1) The reactants are [NH:1]1[CH2:6][CH2:5][CH:4]([CH2:7][NH:8]C(=O)OC(C)(C)C)[CH2:3][CH2:2]1.Cl[C:17]1[C:26]2[C:21](=[CH:22][C:23]([O:29][CH3:30])=[C:24]([O:27][CH3:28])[CH:25]=2)[N:20]=[CH:19][N:18]=1.C(O)(C(F)(F)F)=O.C(Cl)Cl. The catalyst is C(O)(C)C. The product is [CH3:28][O:27][C:24]1[CH:25]=[C:26]2[C:21](=[CH:22][C:23]=1[O:29][CH3:30])[N:20]=[CH:19][N:18]=[C:17]2[N:1]1[CH2:2][CH2:3][CH:4]([CH2:7][NH2:8])[CH2:5][CH2:6]1. The yield is 0.500. (2) The reactants are [Cl:1][C:2]1[N:7]2[N:8]=[C:9]([C:15]3[CH:20]=[CH:19][C:18]([F:21])=[CH:17][CH:16]=3)[C:10]([C:11](=O)[C:12]#[CH:13])=[C:6]2[CH:5]=[CH:4][CH:3]=1.Cl.[C:23]([NH2:31])(=[NH:30])[C:24]1[CH:29]=[CH:28][CH:27]=[CH:26][CH:25]=1.[O-]CC.[Na+]. The catalyst is C(O)C.O. The product is [Cl:1][C:2]1[N:7]2[N:8]=[C:9]([C:15]3[CH:20]=[CH:19][C:18]([F:21])=[CH:17][CH:16]=3)[C:10]([C:11]3[CH:12]=[CH:13][N:31]=[C:23]([C:24]4[CH:29]=[CH:28][CH:27]=[CH:26][CH:25]=4)[N:30]=3)=[C:6]2[CH:5]=[CH:4][CH:3]=1. The yield is 0.710. (3) The yield is 0.610. The product is [Cl:1][C:2]1[CH:7]=[C:6]([NH:8][CH:9]2[CH2:10][CH2:11]2)[N:5]2[N:12]=[C:13]([C:27]3[CH:28]=[CH:29][C:30]([O:33][CH2:35][CH:36]4[CH2:38][CH2:37]4)=[CH:31][CH:32]=3)[C:14]([C:15]3[CH:20]=[CH:19][N:18]=[C:17]([NH:21][CH:22]4[CH2:23][CH2:24][CH2:25][CH2:26]4)[N:16]=3)=[C:4]2[CH:3]=1. The reactants are [Cl:1][C:2]1[CH:7]=[C:6]([NH:8][CH:9]2[CH2:11][CH2:10]2)[N:5]2[N:12]=[C:13]([C:27]3[CH:32]=[CH:31][C:30]([OH:33])=[CH:29][CH:28]=3)[C:14]([C:15]3[CH:20]=[CH:19][N:18]=[C:17]([NH:21][CH:22]4[CH2:26][CH2:25][CH2:24][CH2:23]4)[N:16]=3)=[C:4]2[CH:3]=1.Br[CH2:35][CH:36]1[CH2:38][CH2:37]1.C(=O)([O-])[O-].[Cs+].[Cs+].C(OCC)(=O)C. The catalyst is C(#N)C. (4) The reactants are [CH3:1][C:2]1[O:3][C:4]([C:10]([F:13])([F:12])[F:11])=[C:5]([C:7]([OH:9])=O)[N:6]=1.O1CCCC1.S(Cl)(Cl)=O.[NH2:23][C:24]1[CH:25]=[C:26]([CH:43]=[CH:44][C:45]=1[Cl:46])[O:27][C:28]1[CH:29]=[CH:30][C:31]2[N:32]([N:34]=[C:35]([NH:37][C:38]([CH:40]3[CH2:42][CH2:41]3)=[O:39])[N:36]=2)[CH:33]=1. The catalyst is CN(C)C=O.CN(C)C(=O)C. The product is [Cl:46][C:45]1[CH:44]=[CH:43][C:26]([O:27][C:28]2[CH:29]=[CH:30][C:31]3[N:32]([N:34]=[C:35]([NH:37][C:38]([CH:40]4[CH2:42][CH2:41]4)=[O:39])[N:36]=3)[CH:33]=2)=[CH:25][C:24]=1[NH:23][C:7]([C:5]1[N:6]=[C:2]([CH3:1])[O:3][C:4]=1[C:10]([F:13])([F:12])[F:11])=[O:9]. The yield is 0.480. (5) The reactants are C(=O)(OC)[O:2][C:3]1[CH:8]=[C:7]([N+:9]([O-:11])=[O:10])[C:6]([F:12])=[CH:5][C:4]=1[Cl:13].[OH-].[Na+]. The product is [Cl:13][C:4]1[CH:5]=[C:6]([F:12])[C:7]([N+:9]([O-:11])=[O:10])=[CH:8][C:3]=1[OH:2]. The catalyst is O. The yield is 0.980. (6) The reactants are [CH3:1][C:2]1[CH:3]=[C:4]([Br:9])[CH:5]=[C:6]([CH3:8])[CH:7]=1.C1C(=O)N([Br:17])C(=O)C1. The catalyst is C(Cl)(Cl)(Cl)Cl.[W].C(OOC(=O)C1C=CC=CC=1)(=O)C1C=CC=CC=1. The product is [Br:9][C:4]1[CH:5]=[C:6]([CH3:8])[CH:7]=[C:2]([CH2:1][Br:17])[CH:3]=1. The yield is 0.720. (7) The reactants are [C:1]([C:3]1[N:8]=[CH:7][C:6]([S:9]([NH2:12])(=[O:11])=[O:10])=[CH:5][CH:4]=1)#N.[C:13](=O)(O)[O-:14].[Na+].C[OH:19]. The catalyst is Cl.O. The product is [NH2:12][S:9]([C:6]1[CH:5]=[CH:4][C:3]([C:1]([O:14][CH3:13])=[O:19])=[N:8][CH:7]=1)(=[O:11])=[O:10]. The yield is 0.760. (8) The reactants are [CH3:1][C:2]1[CH:7]=[C:6]([CH3:8])[NH:5][C:4](=[O:9])[C:3]=1[CH2:10][NH:11][C:12]([C:14]1[CH:22]=[C:21]([C:23]2[CH:32]=[CH:31][C:26]([C:27]([O:29]C)=[O:28])=[CH:25][CH:24]=2)[CH:20]=[C:19]2[C:15]=1[C:16]([CH3:36])=[CH:17][N:18]2[CH:33]([CH3:35])[CH3:34])=[O:13].[OH-].[Na+]. The catalyst is CO.C1COCC1. The product is [CH3:1][C:2]1[CH:7]=[C:6]([CH3:8])[NH:5][C:4](=[O:9])[C:3]=1[CH2:10][NH:11][C:12]([C:14]1[CH:22]=[C:21]([C:23]2[CH:24]=[CH:25][C:26]([C:27]([OH:29])=[O:28])=[CH:31][CH:32]=2)[CH:20]=[C:19]2[C:15]=1[C:16]([CH3:36])=[CH:17][N:18]2[CH:33]([CH3:34])[CH3:35])=[O:13]. The yield is 0.395.